Dataset: Full USPTO retrosynthesis dataset with 1.9M reactions from patents (1976-2016). Task: Predict the reactants needed to synthesize the given product. (1) Given the product [OH:30][C:31]1[C:32]([CH2:20][OH:23])=[C:36]([NH:34][CH:35]2[CH2:18][CH2:6][N:5]([CH2:2][C:3]([NH:5][C:6]3[CH:7]=[CH:8][C:9]4[N:10]([CH3:19])[C:11]5[C:16]([C:17]=4[CH:18]=3)=[CH:15][CH:14]=[CH:13][CH:12]=5)=[O:4])[CH2:3][CH2:2]2)[CH:7]=[CH:8][CH:9]=1, predict the reactants needed to synthesize it. The reactants are: Cl[CH2:2][C:3]([NH:5][C:6]1[CH:7]=[CH:8][C:9]2[N:10]([CH3:19])[C:11]3[C:16]([C:17]=2[CH:18]=1)=[CH:15][CH:14]=[CH:13][CH:12]=3)=[O:4].[C:20]([O-:23])([O-])=O.[K+].[K+].O.C([O:30][CH2:31][CH3:32])(=O)C.C[N:34]([CH:36]=O)[CH3:35]. (2) Given the product [ClH:1].[NH:2]1[CH2:6][CH2:5][CH2:4][C@@H:3]1[CH2:7][C:8]#[N:9], predict the reactants needed to synthesize it. The reactants are: [ClH:1].[NH:2]1[CH2:6][CH2:5][CH2:4][C@H:3]1[CH2:7][C:8]#[N:9].C(C[C@H]1CCCN1C(OC(C)(C)C)=O)#N. (3) Given the product [Cl:4][C:5]1[CH:12]=[CH:11][CH:10]=[CH:9][C:6]=1[CH2:7][NH:2][NH2:3], predict the reactants needed to synthesize it. The reactants are: O.[NH2:2][NH2:3].[Cl:4][C:5]1[CH:12]=[CH:11][CH:10]=[CH:9][C:6]=1[CH2:7]Br. (4) Given the product [CH3:30][C:28]1[CH:29]=[C:24]([CH3:23])[N:25]=[CH:26][C:27]=1[C:2]1[CH:3]=[CH:4][C:5]2[N:11]3[CH2:12][C@H:8]([CH2:9][CH2:10]3)[N:7]([C:13]([NH:15][C:16]3[CH:17]=[N:18][CH:19]=[CH:20][CH:21]=3)=[O:14])[C:6]=2[N:22]=1, predict the reactants needed to synthesize it. The reactants are: Cl[C:2]1[CH:3]=[CH:4][C:5]2[N:11]3[CH2:12][C@H:8]([CH2:9][CH2:10]3)[N:7]([C:13]([NH:15][C:16]3[CH:17]=[N:18][CH:19]=[CH:20][CH:21]=3)=[O:14])[C:6]=2[N:22]=1.[CH3:23][C:24]1[CH:29]=[C:28]([CH3:30])[C:27](B2OC(C)(C)C(C)(C)O2)=[CH:26][N:25]=1.C([O-])([O-])=O.[Cs+].[Cs+].CC(C1C=C(C(C)C)C(C2C=CC=CC=2P(C2CCCCC2)C2CCCCC2)=C(C(C)C)C=1)C. (5) The reactants are: [Si:1]([O:18][CH:19]([C:21]1[CH:25]=[N:24][N:23]([CH2:26][C@@H:27]2[C@H:30]([NH:31][C:32](=[O:41])[O:33][CH2:34][C:35]3[CH:40]=[CH:39][CH:38]=[CH:37][CH:36]=3)[C:29](=[O:42])[N:28]2CC2C=CC(OC)=CC=2OC)[N:22]=1)[CH3:20])([C:14]([CH3:17])([CH3:16])[CH3:15])([C:8]1[CH:13]=[CH:12][CH:11]=[CH:10][CH:9]=1)[C:2]1[CH:7]=[CH:6][CH:5]=[CH:4][CH:3]=1.OP([O-])([O-])=O.[K+].[K+]. Given the product [Si:1]([O:18][CH:19]([C:21]1[CH:25]=[N:24][N:23]([CH2:26][C@@H:27]2[C@H:30]([NH:31][C:32](=[O:41])[O:33][CH2:34][C:35]3[CH:40]=[CH:39][CH:38]=[CH:37][CH:36]=3)[C:29](=[O:42])[NH:28]2)[N:22]=1)[CH3:20])([C:14]([CH3:16])([CH3:15])[CH3:17])([C:8]1[CH:9]=[CH:10][CH:11]=[CH:12][CH:13]=1)[C:2]1[CH:3]=[CH:4][CH:5]=[CH:6][CH:7]=1, predict the reactants needed to synthesize it.